Task: Regression. Given a peptide amino acid sequence and an MHC pseudo amino acid sequence, predict their binding affinity value. This is MHC class I binding data.. Dataset: Peptide-MHC class I binding affinity with 185,985 pairs from IEDB/IMGT (1) The peptide sequence is CEKRLLLKL. The MHC is HLA-A26:01 with pseudo-sequence HLA-A26:01. The binding affinity (normalized) is 0.0847. (2) The peptide sequence is VTIDLDPVVY. The MHC is HLA-A01:01 with pseudo-sequence HLA-A01:01. The binding affinity (normalized) is 0.339. (3) The binding affinity (normalized) is 0.162. The MHC is HLA-A11:01 with pseudo-sequence HLA-A11:01. The peptide sequence is QFANVISKIY.